Dataset: Catalyst prediction with 721,799 reactions and 888 catalyst types from USPTO. Task: Predict which catalyst facilitates the given reaction. (1) Reactant: [NH2:1][C:2]1[O:6][C:5]([C@@H:7]([NH:12][C:13](=[O:19])[O:14][C:15]([CH3:18])([CH3:17])[CH3:16])[C:8]([CH3:11])([CH3:10])[CH3:9])=[N:4][N:3]=1.[CH:20]1([C:23](Cl)=[O:24])[CH2:22][CH2:21]1. Product: [CH:20]1([C:23]([NH:1][C:2]2[O:6][C:5]([C@@H:7]([NH:12][C:13](=[O:19])[O:14][C:15]([CH3:18])([CH3:17])[CH3:16])[C:8]([CH3:9])([CH3:10])[CH3:11])=[N:4][N:3]=2)=[O:24])[CH2:22][CH2:21]1. The catalyst class is: 17. (2) Reactant: [C:1]([C:3]1[C:8]2[N:9]([CH2:12][C:13]([OH:15])=O)[CH:10]=[N:11][C:7]=2[CH:6]=[CH:5][CH:4]=1)#[N:2].CCN(C(C)C)C(C)C.C(Cl)(=O)C(C)(C)C.[NH2:32][CH2:33][C:34]1[CH:39]=[CH:38][C:37]([C:40]([CH3:44])([CH3:43])[C:41]#[N:42])=[CH:36][C:35]=1[CH3:45]. Product: [C:1]([C:3]1[C:8]2[N:9]([CH2:12][C:13]([NH:32][CH2:33][C:34]3[CH:39]=[CH:38][C:37]([C:40]([C:41]#[N:42])([CH3:43])[CH3:44])=[CH:36][C:35]=3[CH3:45])=[O:15])[CH:10]=[N:11][C:7]=2[CH:6]=[CH:5][CH:4]=1)#[N:2]. The catalyst class is: 2. (3) Reactant: [Cl:1][C:2]1[N:7]=[C:6](Cl)[CH:5]=[CH:4][N:3]=1.[OH-].[Na+].[N+:11]([C:14]1[CH:19]=[CH:18][C:17]([OH:20])=[CH:16][CH:15]=1)([O-:13])=[O:12]. Product: [Cl:1][C:2]1[N:7]=[C:6]([O:20][C:17]2[CH:18]=[CH:19][C:14]([N+:11]([O-:13])=[O:12])=[CH:15][CH:16]=2)[CH:5]=[CH:4][N:3]=1. The catalyst class is: 95. (4) Reactant: [N+:1]([C:4]1[CH:5]=[C:6]2[C:11]3=[C:12]([CH:14]([C:17]4[CH:22]=[CH:21][CH:20]=[CH:19][CH:18]=4)[CH2:15][CH2:16][N:10]3[CH2:9][CH2:8][CH:7]2[C:23]2[CH:28]=[CH:27][CH:26]=[CH:25][CH:24]=2)[CH:13]=1)([O-])=O. Product: [C:23]1([CH:7]2[C:6]3[C:11]4=[C:12]([CH:14]([C:17]5[CH:22]=[CH:21][CH:20]=[CH:19][CH:18]=5)[CH2:15][CH2:16][N:10]4[CH2:9][CH2:8]2)[CH:13]=[C:4]([NH2:1])[CH:5]=3)[CH:24]=[CH:25][CH:26]=[CH:27][CH:28]=1. The catalyst class is: 19.